This data is from Full USPTO retrosynthesis dataset with 1.9M reactions from patents (1976-2016). The task is: Predict the reactants needed to synthesize the given product. (1) The reactants are: I[C:2]1[CH:8]=[C:7]([C:9]([F:12])([F:11])[F:10])[CH:6]=[CH:5][C:3]=1[NH2:4].[CH3:13][OH:14].C(N(CC)CC)C.CN(C)[CH:24]=[O:25]. Given the product [NH2:4][C:3]1[CH:5]=[CH:6][C:7]([C:9]([F:12])([F:11])[F:10])=[CH:8][C:2]=1[C:13]([O:25][CH3:24])=[O:14], predict the reactants needed to synthesize it. (2) Given the product [Cl:3][C:4]1[CH:9]=[C:8]([Cl:10])[CH:7]=[CH:6][C:5]=1[C:11]1[CH2:12][CH2:13][C:17]=1[NH:16][CH:18]=[O:1], predict the reactants needed to synthesize it. The reactants are: [OH-:1].[K+].[Cl:3][C:4]1[CH:9]=[C:8]([Cl:10])[CH:7]=[CH:6][C:5]=1[CH:11](Cl)[CH2:12][CH2:13]Cl.[N+:16]([CH2:18]S(C1C=CC(C)=CC=1)(=O)=O)#[C-:17].[NH4+].[Cl-]. (3) Given the product [C:2]1([C:10]2[NH:14][C:13]([C:15]([OH:16])=[O:24])=[CH:12][N:11]=2)[CH:3]=[CH:4][CH:9]=[CH:8][CH:7]=1, predict the reactants needed to synthesize it. The reactants are: [Na].[CH2:2]([C:10]1[NH:14][C:13]([C:15](N2CCCC2)=[O:16])=[CH:12][N:11]=1)[CH2:3][C:4]1[CH:9]=[CH:8][CH:7]=CC=1.Cl.C[OH:24]. (4) Given the product [CH:30]1([O:29][C:4]2[C:5]3[C:10]([C:11]4[CH:20]=[CH:19][C:14]([C:15]([NH:17][CH3:18])=[O:16])=[CH:13][CH:12]=4)=[CH:9][N:8]([CH2:21][O:22][CH2:23][CH2:24][Si:25]([CH3:28])([CH3:27])[CH3:26])[C:6]=3[N:7]=[C:2]([NH:40][C:38]3[C:37]([CH3:41])=[N:36][N:35]([CH3:34])[CH:39]=3)[N:3]=2)[CH2:33][CH2:32][CH2:31]1, predict the reactants needed to synthesize it. The reactants are: Cl[C:2]1[N:3]=[C:4]([O:29][CH:30]2[CH2:33][CH2:32][CH2:31]2)[C:5]2[C:10]([C:11]3[CH:20]=[CH:19][C:14]([C:15]([NH:17][CH3:18])=[O:16])=[CH:13][CH:12]=3)=[CH:9][N:8]([CH2:21][O:22][CH2:23][CH2:24][Si:25]([CH3:28])([CH3:27])[CH3:26])[C:6]=2[N:7]=1.[CH3:34][N:35]1[CH:39]=[C:38]([NH2:40])[C:37]([CH3:41])=[N:36]1.C1(P(C2CCCCC2)C2C=CC=CC=2C2C(OC(C)C)=CC=CC=2OC(C)C)CCCCC1. (5) The reactants are: CO[C:3]([C:5]1[C:6]([OH:29])=[C:7]2[C:12](=[CH:13][N:14]=1)[N:11]([CH2:15][C:16]1[CH:21]=[CH:20][CH:19]=[CH:18][CH:17]=1)[C:10](=[O:22])[C:9]([C:23]1[CH:28]=[CH:27][CH:26]=[CH:25][CH:24]=1)=[CH:8]2)=[O:4].[NH2:30][CH2:31][CH2:32][NH:33][C:34](=[O:36])[CH3:35].CC(O)=O. Given the product [C:34]([NH:33][CH2:32][CH2:31][NH:30][C:3]([C:5]1[C:6]([OH:29])=[C:7]2[C:12](=[CH:13][N:14]=1)[N:11]([CH2:15][C:16]1[CH:17]=[CH:18][CH:19]=[CH:20][CH:21]=1)[C:10](=[O:22])[C:9]([C:23]1[CH:24]=[CH:25][CH:26]=[CH:27][CH:28]=1)=[CH:8]2)=[O:4])(=[O:36])[CH3:35], predict the reactants needed to synthesize it.